From a dataset of CYP2C9 inhibition data for predicting drug metabolism from PubChem BioAssay. Regression/Classification. Given a drug SMILES string, predict its absorption, distribution, metabolism, or excretion properties. Task type varies by dataset: regression for continuous measurements (e.g., permeability, clearance, half-life) or binary classification for categorical outcomes (e.g., BBB penetration, CYP inhibition). Dataset: cyp2c9_veith. (1) The compound is O=C1CC(N2CCOCC2)C(=O)N1c1cccc(Cl)c1. The result is 0 (non-inhibitor). (2) The molecule is Cc1ccc(S(=O)(=O)NC(=O)Nc2ncn[nH]2)cc1. The result is 0 (non-inhibitor). (3) The molecule is CCn1c(SCC(=O)N2CCN(S(=O)(=O)c3ccccc3)CC2)nnc1-c1cccs1. The result is 0 (non-inhibitor). (4) The drug is COc1ccc(Oc2ncc3ncc(=O)n(Cc4cccc(OC)c4)c3n2)cc1. The result is 1 (inhibitor). (5) The drug is C[N+]1(C)C[C@@H](O)C[C@@H]1C(=O)[O-]. The result is 0 (non-inhibitor). (6) The compound is COCC(=O)N1CCC2(CCCN(c3ccccc3)C2)CC1. The result is 0 (non-inhibitor).